Dataset: Peptide-MHC class II binding affinity with 134,281 pairs from IEDB. Task: Regression. Given a peptide amino acid sequence and an MHC pseudo amino acid sequence, predict their binding affinity value. This is MHC class II binding data. (1) The peptide sequence is AFILDGDNLFPRV. The MHC is DRB1_0401 with pseudo-sequence DRB1_0401. The binding affinity (normalized) is 0.739. (2) The MHC is DRB3_0101 with pseudo-sequence DRB3_0101. The peptide sequence is TPGLFIQNTSPVDLC. The binding affinity (normalized) is 0.386. (3) The peptide sequence is QFKPEEITGIMKDLD. The MHC is HLA-DQA10104-DQB10503 with pseudo-sequence HLA-DQA10104-DQB10503. The binding affinity (normalized) is 0.0972. (4) The peptide sequence is PCRAGFETNVSHNVQ. The MHC is DRB1_1001 with pseudo-sequence DRB1_1001. The binding affinity (normalized) is 0.413. (5) The peptide sequence is IGEGKVTLRIRNVRF. The MHC is HLA-DQA10301-DQB10302 with pseudo-sequence HLA-DQA10301-DQB10302. The binding affinity (normalized) is 0.229.